This data is from Reaction yield outcomes from USPTO patents with 853,638 reactions. The task is: Predict the reaction yield, written as a fraction of the theoretical maximum amount of product (1.0 means a 100% yield; for example, 0.34 means a 34% yield). (1) The reactants are [CH2:1]([O:8][C@H:9]1[C:13]([CH2:16][OH:17])([CH2:14][OH:15])[O:12][C@@H:11]([N:18]2[CH:26]=[C:24]([CH3:25])[C:22](=[O:23])[NH:21][C:19]2=[O:20])[C@@H:10]1[OH:27])[C:2]1[CH:7]=[CH:6][CH:5]=[CH:4][CH:3]=1.N1C=CC=CC=1.[CH3:34][O:35][C:36]1[CH:57]=[CH:56][C:39]([C:40](Cl)([C:49]2[CH:54]=[CH:53][CH:52]=[CH:51][CH:50]=2)[C:41]2[CH:46]=[CH:45][C:44]([O:47][CH3:48])=[CH:43][CH:42]=2)=[CH:38][CH:37]=1. The catalyst is O1CCCC1.[N+]([O-])([O-])=O.[Ag+]. The product is [CH2:1]([O:8][C@H:9]1[C@@:13]([CH2:14][O:15][C:40]([C:49]2[CH:54]=[CH:53][CH:52]=[CH:51][CH:50]=2)([C:41]2[CH:46]=[CH:45][C:44]([O:47][CH3:48])=[CH:43][CH:42]=2)[C:39]2[CH:38]=[CH:37][C:36]([O:35][CH3:34])=[CH:57][CH:56]=2)([CH2:16][OH:17])[O:12][C@@H:11]([N:18]2[CH:26]=[C:24]([CH3:25])[C:22](=[O:23])[NH:21][C:19]2=[O:20])[C@@H:10]1[OH:27])[C:2]1[CH:3]=[CH:4][CH:5]=[CH:6][CH:7]=1. The yield is 0.310. (2) The reactants are [O:1]=[S:2]1(=[O:21])[CH:6]([C:7]2[CH:12]=[CH:11][CH:10]=[CH:9][CH:8]=2)[CH:5]([CH2:13][C:14](O)=[O:15])[C:4]2[CH:17]=[CH:18][CH:19]=[CH:20][C:3]1=2.C(Cl)(=O)C(Cl)=O.CN(C=O)C.Cl.[NH2:34][OH:35]. The catalyst is C(Cl)Cl.C1COCC1.C([O-])(O)=O.[Na+]. The product is [O:1]=[S:2]1(=[O:21])[CH:6]([C:7]2[CH:12]=[CH:11][CH:10]=[CH:9][CH:8]=2)[CH:5]([CH2:13][C:14]([NH:34][OH:35])=[O:15])[C:4]2[CH:17]=[CH:18][CH:19]=[CH:20][C:3]1=2. The yield is 0.170. (3) The reactants are [C:1]([C:3]1[C:4]([CH3:14])=[N:5][S:6][C:7]=1[NH:8][C:9](=[O:13])[CH2:10][CH2:11][CH3:12])#[N:2].[OH:15]O. The catalyst is [NH4+].[OH-]. The product is [C:9]([NH:8][C:7]1[S:6][N:5]=[C:4]([CH3:14])[C:3]=1[C:1]([NH2:2])=[O:15])(=[O:13])[CH2:10][CH2:11][CH3:12]. The yield is 0.720. (4) The reactants are [Br:1][C:2]1[CH:7]=[CH:6][CH:5]=[CH:4][C:3]=1[CH2:8]Br.[Mg].II.[C:13]([CH:16]1[CH2:21][CH2:20][N:19]([C:22]([O:24][C:25]([CH3:28])([CH3:27])[CH3:26])=[O:23])[CH2:18][CH2:17]1)(=[O:15])[CH3:14]. The catalyst is CCOCC.II. The product is [Br:1][C:2]1[CH:7]=[CH:6][CH:5]=[CH:4][C:3]=1[CH2:8][C:13]([CH:16]1[CH2:17][CH2:18][N:19]([C:22]([O:24][C:25]([CH3:26])([CH3:28])[CH3:27])=[O:23])[CH2:20][CH2:21]1)([OH:15])[CH3:14]. The yield is 0.310. (5) The reactants are Cl.[C@@H:2]12[CH2:7][C@@H:6]1[CH2:5][NH:4][CH2:3]2.C(N(CC)CC)C.[Br:15][C:16]1[N:17]=[C:18]([C:21]([F:27])([F:26])[C:22](OC)=[O:23])[S:19][CH:20]=1. The catalyst is C(Cl)Cl. The product is [CH:2]12[CH2:7][CH:6]1[CH2:5][N:4]([C:22](=[O:23])[C:21]([C:18]1[S:19][CH:20]=[C:16]([Br:15])[N:17]=1)([F:26])[F:27])[CH2:3]2. The yield is 0.770. (6) The reactants are [Cl:1][C:2]1[CH:7]=[CH:6][C:5]([N:8]2[CH:12]=[C:11]([CH:13]3OCC[O:14]3)[N:10]=[C:9]2[CH3:18])=[CH:4][CH:3]=1.C12(CS(O)(=O)=O)C(C)(C)C(CC1)CC2=O. The catalyst is C1COCC1.O. The product is [Cl:1][C:2]1[CH:3]=[CH:4][C:5]([N:8]2[CH:12]=[C:11]([CH:13]=[O:14])[N:10]=[C:9]2[CH3:18])=[CH:6][CH:7]=1. The yield is 0.690. (7) The reactants are [S:1](Cl)(Cl)=[O:2].[CH2:5]([NH:12][C:13]([CH3:17])([CH3:16])[CH2:14][OH:15])[C:6]1[CH:11]=[CH:10][CH:9]=[CH:8][CH:7]=1.C(N(C(C)C)CC)(C)C. The catalyst is ClCCl. The product is [CH2:5]([N:12]1[C:13]([CH3:17])([CH3:16])[CH2:14][O:15][S:1]1=[O:2])[C:6]1[CH:11]=[CH:10][CH:9]=[CH:8][CH:7]=1. The yield is 0.940. (8) The reactants are Cl.[CH2:2]([O:4][C:5](=[O:18])[CH2:6][NH:7][C:8]1[CH:17]=[CH:16][CH:15]=[C:14]2[C:9]=1[CH2:10][CH2:11][NH:12][CH2:13]2)[CH3:3].[CH:19]1([CH:22]=O)[CH2:21][CH2:20]1.CCN(C(C)C)C(C)C.[BH-](OC(C)=O)(OC(C)=O)OC(C)=O.[Na+].C([O-])(O)=O.[Na+]. The catalyst is C(Cl)Cl. The product is [CH2:2]([O:4][C:5](=[O:18])[CH2:6][NH:7][C:8]1[CH:17]=[CH:16][CH:15]=[C:14]2[C:9]=1[CH2:10][CH2:11][N:12]([CH2:22][CH:19]1[CH2:21][CH2:20]1)[CH2:13]2)[CH3:3]. The yield is 0.580. (9) The reactants are [CH2:1]([OH:13])[CH2:2][CH2:3][CH2:4][CH2:5][CH2:6][CH2:7][CH2:8][CH2:9][CH2:10][CH2:11][CH3:12].C(N(CC)CC)C.C(Cl)Cl.[CH3:24][C:25]1[CH:38]=[C:37]2[C:28]([S:29][C:30]3[CH:31]=[C:32]([C:40](Cl)=[O:41])[CH:33]=[CH:34][C:35]=3[C:36]2=[O:39])=[CH:27][CH:26]=1. The catalyst is O. The product is [CH2:1]([O:13][C:40]([C:32]1[CH:33]=[CH:34][C:35]2[C:36](=[O:39])[C:37]3[C:28]([S:29][C:30]=2[CH:31]=1)=[CH:27][CH:26]=[C:25]([CH3:24])[CH:38]=3)=[O:41])[CH2:2][CH2:3][CH2:4][CH2:5][CH2:6][CH2:7][CH2:8][CH2:9][CH2:10][CH2:11][CH3:12]. The yield is 0.498. (10) The reactants are [F:1][CH2:2][C:3]([C:5]1[CH:10]=CC=CC=1)=O.[N:11]1([C:17]([O:19][C:20]([CH3:23])([CH3:22])[CH3:21])=[O:18])[CH2:16][CH2:15][NH:14][CH2:13][CH2:12]1.C(O[BH-](OC(=O)C)OC(=O)C)(=O)C.[Na+].CO.C(=O)([O-])O.[Na+].O1[CH2:49][CH2:48][CH2:47][CH2:46]1. The catalyst is ClCCl.CC(C)[O-].[Ti+4].CC(C)[O-].CC(C)[O-].CC(C)[O-]. The product is [F:1][C:2]1[CH:3]=[CH:5][CH:10]=[CH:49][C:48]=1[CH:47]([N:14]1[CH2:13][CH2:12][N:11]([C:17]([O:19][C:20]([CH3:23])([CH3:22])[CH3:21])=[O:18])[CH2:16][CH2:15]1)[CH3:46]. The yield is 0.580.